The task is: Regression. Given two drug SMILES strings and cell line genomic features, predict the synergy score measuring deviation from expected non-interaction effect.. This data is from NCI-60 drug combinations with 297,098 pairs across 59 cell lines. (1) Drug 1: CC1=CC2C(CCC3(C2CCC3(C(=O)C)OC(=O)C)C)C4(C1=CC(=O)CC4)C. Drug 2: CCN(CC)CCNC(=O)C1=C(NC(=C1C)C=C2C3=C(C=CC(=C3)F)NC2=O)C. Cell line: M14. Synergy scores: CSS=-2.11, Synergy_ZIP=1.64, Synergy_Bliss=2.26, Synergy_Loewe=-3.62, Synergy_HSA=-1.13. (2) Drug 1: C1=C(C(=O)NC(=O)N1)N(CCCl)CCCl. Drug 2: CCC1(CC2CC(C3=C(CCN(C2)C1)C4=CC=CC=C4N3)(C5=C(C=C6C(=C5)C78CCN9C7C(C=CC9)(C(C(C8N6C)(C(=O)OC)O)OC(=O)C)CC)OC)C(=O)OC)O.OS(=O)(=O)O. Cell line: HL-60(TB). Synergy scores: CSS=67.0, Synergy_ZIP=-2.06, Synergy_Bliss=-6.35, Synergy_Loewe=-8.33, Synergy_HSA=-6.40. (3) Drug 1: C1=NC2=C(N1)C(=S)N=CN2. Drug 2: C(CCl)NC(=O)N(CCCl)N=O. Cell line: COLO 205. Synergy scores: CSS=19.5, Synergy_ZIP=-1.74, Synergy_Bliss=3.10, Synergy_Loewe=-16.3, Synergy_HSA=2.98.